Dataset: Reaction yield outcomes from USPTO patents with 853,638 reactions. Task: Predict the reaction yield, written as a fraction of the theoretical maximum amount of product (1.0 means a 100% yield; for example, 0.34 means a 34% yield). (1) The reactants are [Cl:1][C:2]1[CH:21]=[C:20]([Cl:22])[CH:19]=[CH:18][C:3]=1[O:4][CH2:5][C:6]([NH:8][C:9]1[CH:10]=[C:11]([CH:15]=[CH:16][CH:17]=1)[C:12]([OH:14])=O)=[O:7].[NH2:23][CH2:24][C:25]1[CH:30]=[CH:29][N:28]=[CH:27][CH:26]=1.C(Cl)CCl.C1C=CC2N(O)N=NC=2C=1.CCN(C(C)C)C(C)C. The catalyst is CN(CC1C=C(CN(C)C)C(O)=C(CN(C)C)C=1)C. The product is [Cl:1][C:2]1[CH:21]=[C:20]([Cl:22])[CH:19]=[CH:18][C:3]=1[O:4][CH2:5][C:6]([NH:8][C:9]1[CH:10]=[C:11]([CH:15]=[CH:16][CH:17]=1)[C:12]([NH:23][CH2:24][C:25]1[CH:30]=[CH:29][N:28]=[CH:27][CH:26]=1)=[O:14])=[O:7]. The yield is 0.700. (2) The reactants are Cl.[C:2](Cl)(=[O:9])[C:3]1[CH:8]=[CH:7][N:6]=[CH:5][CH:4]=1.C(N(CC)CC)C.ClCCl.[CH3:21][C@H:22]1[CH2:27][CH2:26][CH2:25][CH2:24][N:23]1[C:28]1[CH:34]=[CH:33][C:32]([C:35]([F:38])([F:37])[F:36])=[CH:31][C:29]=1[NH2:30]. The catalyst is O. The product is [CH3:21][C@H:22]1[CH2:27][CH2:26][CH2:25][CH2:24][N:23]1[C:28]1[CH:34]=[CH:33][C:32]([C:35]([F:37])([F:36])[F:38])=[CH:31][C:29]=1[NH:30][C:2](=[O:9])[C:3]1[CH:8]=[CH:7][N:6]=[CH:5][CH:4]=1. The yield is 0.934. (3) The reactants are [CH2:1]([O:8][CH2:9][C@H:10]([NH:14][C:15]([O:17][C:18]([CH3:21])([CH3:20])[CH3:19])=[O:16])[C:11](O)=[O:12])[C:2]1[CH:7]=[CH:6][CH:5]=[CH:4][CH:3]=1.CN1CCOCC1.ClC(OCC(C)C)=O.[BH4-].[Na+]. The catalyst is COCCOC. The product is [CH2:1]([O:8][CH2:9][C@H:10]([NH:14][C:15](=[O:16])[O:17][C:18]([CH3:20])([CH3:19])[CH3:21])[CH2:11][OH:12])[C:2]1[CH:3]=[CH:4][CH:5]=[CH:6][CH:7]=1. The yield is 0.920. (4) The reactants are C([O:3][C:4]([C:6]1[N:7]=[C:8]([C:26]2[CH:31]=[CH:30][C:29]([Cl:32])=[CH:28][C:27]=2[Cl:33])[N:9]([C:12]2[CH:17]=[CH:16][C:15]([O:18][CH2:19][C:20]3[CH:25]=[CH:24][CH:23]=[CH:22][CH:21]=3)=[CH:14][CH:13]=2)[C:10]=1[CH3:11])=[O:5])C.[OH-].[K+].Cl. The catalyst is CO.O. The product is [CH2:19]([O:18][C:15]1[CH:14]=[CH:13][C:12]([N:9]2[C:10]([CH3:11])=[C:6]([C:4]([OH:5])=[O:3])[N:7]=[C:8]2[C:26]2[CH:31]=[CH:30][C:29]([Cl:32])=[CH:28][C:27]=2[Cl:33])=[CH:17][CH:16]=1)[C:20]1[CH:21]=[CH:22][CH:23]=[CH:24][CH:25]=1. The yield is 0.990. (5) The reactants are [CH2:1]([O:3][C:4]([C:6]1[C:7]2[C:22](=[O:23])[CH2:21][CH2:20][CH2:19][CH2:18][C:8]=2[N:9](C(OC(C)(C)C)=O)[CH:10]=1)=[O:5])[CH3:2].[CH3:24][N:25]([CH:27](N(C)C)N(C)C)[CH3:26]. No catalyst specified. The product is [CH2:1]([O:3][C:4]([C:6]1[C:7]2[C:22](=[O:23])[C:21](=[CH:24][N:25]([CH3:27])[CH3:26])[CH2:20][CH2:19][CH2:18][C:8]=2[NH:9][CH:10]=1)=[O:5])[CH3:2]. The yield is 0.870. (6) The reactants are C[N+]1([O-])CCOCC1.[C:9]1([CH2:15][CH2:16][CH2:17][CH2:18][OH:19])[CH:14]=[CH:13][CH:12]=[CH:11][CH:10]=1. The catalyst is C(#N)C. The product is [C:9]1([CH2:15][CH2:16][CH2:17][CH:18]=[O:19])[CH:14]=[CH:13][CH:12]=[CH:11][CH:10]=1. The yield is 0.130.